This data is from Forward reaction prediction with 1.9M reactions from USPTO patents (1976-2016). The task is: Predict the product of the given reaction. Given the reactants Br[CH2:2][C:3]([C:5]1[CH:10]=[CH:9][C:8]([Br:11])=[CH:7][CH:6]=1)=[O:4].[CH3:12][O:13][C:14]1[CH:21]=[CH:20][CH:19]=[CH:18][C:15]=1[CH2:16][NH2:17], predict the reaction product. The product is: [Br:11][C:8]1[CH:9]=[CH:10][C:5]([C:3](=[O:4])[CH2:2][NH:17][CH2:16][C:15]2[CH:18]=[CH:19][CH:20]=[CH:21][C:14]=2[O:13][CH3:12])=[CH:6][CH:7]=1.